From a dataset of Forward reaction prediction with 1.9M reactions from USPTO patents (1976-2016). Predict the product of the given reaction. (1) Given the reactants [Cl:1][C:2]1[CH:7]=[CH:6][C:5]([S:8][C:9]2[C:17]3[C:12](=[CH:13][CH:14]=[CH:15][C:16]=3[N+:18]([O-])=O)[N:11]([CH2:21][C:22]([O:24][CH2:25][CH3:26])=[O:23])[C:10]=2[CH3:27])=[CH:4][CH:3]=1.[H][H], predict the reaction product. The product is: [NH2:18][C:16]1[CH:15]=[CH:14][CH:13]=[C:12]2[C:17]=1[C:9]([S:8][C:5]1[CH:6]=[CH:7][C:2]([Cl:1])=[CH:3][CH:4]=1)=[C:10]([CH3:27])[N:11]2[CH2:21][C:22]([O:24][CH2:25][CH3:26])=[O:23]. (2) Given the reactants [C:1]([O:5][C:6]([N:8]1[CH2:13][CH2:12][CH2:11][C@H:10]([CH2:14][O:15][C:16]2[C:17](I)=[N:18][C:19]([CH3:22])=[CH:20][CH:21]=2)[CH2:9]1)=[O:7])([CH3:4])([CH3:3])[CH3:2].[C:24]1([OH:30])[CH:29]=[CH:28][CH:27]=[CH:26][CH:25]=1.CC(C)([O-])C.[K+], predict the reaction product. The product is: [C:1]([O:5][C:6]([N:8]1[CH2:13][CH2:12][CH2:11][C@H:10]([CH2:14][O:15][C:16]2[C:17]([O:30][C:24]3[CH:29]=[CH:28][CH:27]=[CH:26][CH:25]=3)=[N:18][C:19]([CH3:22])=[CH:20][CH:21]=2)[CH2:9]1)=[O:7])([CH3:4])([CH3:3])[CH3:2]. (3) Given the reactants [CH3:1][O:2][C:3]1[CH:4]=[C:5]([C:13]2[C:21]3[C:16](=[CH:17][CH:18]=[C:19]([CH:22]=O)[CH:20]=3)[NH:15][N:14]=2)[CH:6]=[C:7]([O:11][CH3:12])[C:8]=1[O:9][CH3:10].[C:24]([CH2:26][C:27]([NH:29][CH3:30])=[O:28])#[N:25].C1CCN2C(=NCCC2)CC1, predict the reaction product. The product is: [C:24]([C:26](=[CH:22][C:19]1[CH:20]=[C:21]2[C:16](=[CH:17][CH:18]=1)[NH:15][N:14]=[C:13]2[C:5]1[CH:4]=[C:3]([O:2][CH3:1])[C:8]([O:9][CH3:10])=[C:7]([O:11][CH3:12])[CH:6]=1)[C:27]([NH:29][CH3:30])=[O:28])#[N:25]. (4) Given the reactants [NH2:1][C:2]1[CH:10]=[CH:9][C:5]2[N:6]=[CH:7][NH:8][C:4]=2[CH:3]=1.[Br:11]Br.N, predict the reaction product. The product is: [Br:11][C:3]1[C:4]2[NH:8][CH:7]=[N:6][C:5]=2[CH:9]=[CH:10][C:2]=1[NH2:1]. (5) Given the reactants [F:1][CH:2]([F:14])[CH2:3][CH2:4][O:5][C:6]1[CH:11]=[CH:10][CH:9]=[C:8]([C:12]#[CH:13])[CH:7]=1.[F:15][CH:16]([F:26])[O:17][C:18]1[CH:23]=[CH:22][C:21](I)=[CH:20][C:19]=1[CH3:25], predict the reaction product. The product is: [F:15][CH:16]([F:26])[O:17][C:18]1[CH:23]=[CH:22][C:21]([C:13]#[C:12][C:8]2[CH:9]=[CH:10][CH:11]=[C:6]([O:5][CH2:4][CH2:3][CH:2]([F:14])[F:1])[CH:7]=2)=[CH:20][C:19]=1[CH3:25].